From a dataset of NCI-60 drug combinations with 297,098 pairs across 59 cell lines. Regression. Given two drug SMILES strings and cell line genomic features, predict the synergy score measuring deviation from expected non-interaction effect. (1) Drug 1: C1=CC=C(C=C1)NC(=O)CCCCCCC(=O)NO. Drug 2: C1CCC(C(C1)N)N.C(=O)(C(=O)[O-])[O-].[Pt+4]. Cell line: NCI-H322M. Synergy scores: CSS=4.97, Synergy_ZIP=-2.00, Synergy_Bliss=1.60, Synergy_Loewe=-0.670, Synergy_HSA=0.204. (2) Drug 1: CS(=O)(=O)C1=CC(=C(C=C1)C(=O)NC2=CC(=C(C=C2)Cl)C3=CC=CC=N3)Cl. Drug 2: CC12CCC3C(C1CCC2O)C(CC4=C3C=CC(=C4)O)CCCCCCCCCS(=O)CCCC(C(F)(F)F)(F)F. Cell line: UO-31. Synergy scores: CSS=7.61, Synergy_ZIP=-10.0, Synergy_Bliss=-14.4, Synergy_Loewe=-13.2, Synergy_HSA=-13.2. (3) Drug 1: CC12CCC(CC1=CCC3C2CCC4(C3CC=C4C5=CN=CC=C5)C)O. Drug 2: C1=CC(=C2C(=C1NCCNCCO)C(=O)C3=C(C=CC(=C3C2=O)O)O)NCCNCCO. Cell line: SNB-75. Synergy scores: CSS=59.1, Synergy_ZIP=17.9, Synergy_Bliss=15.4, Synergy_Loewe=-28.5, Synergy_HSA=15.3. (4) Drug 1: CCCS(=O)(=O)NC1=C(C(=C(C=C1)F)C(=O)C2=CNC3=C2C=C(C=N3)C4=CC=C(C=C4)Cl)F. Drug 2: CC1CCC2CC(C(=CC=CC=CC(CC(C(=O)C(C(C(=CC(C(=O)CC(OC(=O)C3CCCCN3C(=O)C(=O)C1(O2)O)C(C)CC4CCC(C(C4)OC)OCCO)C)C)O)OC)C)C)C)OC. Cell line: KM12. Synergy scores: CSS=17.8, Synergy_ZIP=8.29, Synergy_Bliss=11.6, Synergy_Loewe=-0.169, Synergy_HSA=7.62. (5) Drug 1: C1CC(C1)(C(=O)O)C(=O)O.[NH2-].[NH2-].[Pt+2]. Drug 2: CC(C)(C#N)C1=CC(=CC(=C1)CN2C=NC=N2)C(C)(C)C#N. Cell line: MALME-3M. Synergy scores: CSS=5.77, Synergy_ZIP=-1.87, Synergy_Bliss=-2.34, Synergy_Loewe=-2.58, Synergy_HSA=-3.17. (6) Drug 1: CC1=C(C=C(C=C1)NC(=O)C2=CC=C(C=C2)CN3CCN(CC3)C)NC4=NC=CC(=N4)C5=CN=CC=C5. Drug 2: C1=NC2=C(N1)C(=S)N=CN2. Cell line: OVCAR-8. Synergy scores: CSS=35.9, Synergy_ZIP=-9.66, Synergy_Bliss=-0.588, Synergy_Loewe=-16.3, Synergy_HSA=0.546.